This data is from Full USPTO retrosynthesis dataset with 1.9M reactions from patents (1976-2016). The task is: Predict the reactants needed to synthesize the given product. Given the product [OH:1][CH:2]([CH3:10])/[CH:3]=[CH:4]/[C:5]([O:7][CH2:8][CH3:9])=[O:6], predict the reactants needed to synthesize it. The reactants are: [OH:1][CH:2]([CH3:10])[C:3]#[C:4][C:5]([O:7][CH2:8][CH3:9])=[O:6].